Dataset: Catalyst prediction with 721,799 reactions and 888 catalyst types from USPTO. Task: Predict which catalyst facilitates the given reaction. (1) Reactant: [OH:1][C:2]1[CH:3]=[C:4]([CH:9]=[CH:10][CH:11]=1)[C:5]([O:7][CH3:8])=[O:6].[H-].[Na+].Br[CH2:15][C:16]#[C:17][Si:18]([CH3:21])([CH3:20])[CH3:19]. Product: [CH3:19][Si:18]([CH3:21])([CH3:20])[C:17]#[C:16][CH2:15][O:1][C:2]1[CH:3]=[C:4]([CH:9]=[CH:10][CH:11]=1)[C:5]([O:7][CH3:8])=[O:6]. The catalyst class is: 9. (2) The catalyst class is: 14. Reactant: [NH:1]=[C:2]([NH:8][C:9](=[O:15])OC(C)(C)C)[C:3]1[S:4][CH:5]=[CH:6][CH:7]=1.[C:16](OCC)(=O)[C:17]#C.C([O-])([O-])=O.[K+].[K+]. Product: [S:4]1[CH:5]=[CH:6][CH:7]=[C:3]1[C:2]1[N:8]=[C:9]([OH:15])[CH:17]=[CH:16][N:1]=1. (3) The catalyst class is: 11. Product: [Br:1][C:2]1[CH:7]=[CH:6][N:5]=[C:4]2[CH:8]=[N:25][NH:9][C:3]=12. Reactant: [Br:1][C:2]1[CH:7]=[CH:6][N:5]=[C:4]([CH3:8])[C:3]=1[NH:9]C(=O)C.C([O-])(=O)C.[K+].C(OC(=O)C)(=O)C.[N:25](OCCC(C)C)=O. (4) Reactant: [Br:1][C:2]1[CH:7]=[CH:6][C:5]([CH2:8][O:9][Si:10]([C:13]([CH3:16])([CH3:15])[CH3:14])([CH3:12])[CH3:11])=[C:4](F)[CH:3]=1.[Li]CCCC.CCCCCC.CN([CH:32]=[O:33])C. Product: [Br:1][C:2]1[CH:7]=[CH:6][C:5]([CH2:8][O:9][Si:10]([C:13]([CH3:16])([CH3:15])[CH3:14])([CH3:12])[CH3:11])=[C:4]([CH2:32][OH:33])[CH:3]=1. The catalyst class is: 1. (5) Reactant: [Si]([O:8][CH2:9][C:10]1[C:11]([F:35])=[C:12]([C:16]2[CH:17]=[N:18][C:19]([CH:22]3[CH2:27][CH2:26][N:25](C(OC(C)(C)C)=O)[CH2:24][CH2:23]3)=[N:20][CH:21]=2)[CH:13]=[CH:14][CH:15]=1)(C(C)(C)C)(C)C.Cl.CCOC(C)=O. Product: [F:35][C:11]1[C:12]([C:16]2[CH:17]=[N:18][C:19]([CH:22]3[CH2:23][CH2:24][NH:25][CH2:26][CH2:27]3)=[N:20][CH:21]=2)=[CH:13][CH:14]=[CH:15][C:10]=1[CH2:9][OH:8]. The catalyst class is: 5. (6) Reactant: [CH:1]1([C:4]2[C:9]([CH:10]3[CH2:12][CH2:11]3)=[CH:8][C:7]([CH2:13][OH:14])=[C:6]([O:15][CH:16]([CH3:18])[CH3:17])[CH:5]=2)[CH2:3][CH2:2]1. Product: [CH:1]1([C:4]2[C:9]([CH:10]3[CH2:12][CH2:11]3)=[CH:8][C:7]([CH:13]=[O:14])=[C:6]([O:15][CH:16]([CH3:18])[CH3:17])[CH:5]=2)[CH2:3][CH2:2]1. The catalyst class is: 661. (7) Reactant: [CH3:1][S:2][CH2:3][CH2:4][O:5][C:6]1[CH:7]=[C:8]([CH:11]=[CH:12][CH:13]=1)[CH:9]=[O:10].[OH:14]O.[OH-].[Na+]. Product: [CH3:1][S:2]([CH2:3][CH2:4][O:5][C:6]1[CH:7]=[C:8]([CH:11]=[CH:12][CH:13]=1)[CH:9]=[O:10])=[O:14]. The catalyst class is: 15. (8) Reactant: [CH:1]([CH:4]1[CH2:9][CH:8]([CH3:10])[C:7](=[O:11])[C:6]([CH3:12])=[CH:5]1)([CH3:3])[CH3:2].[CH2:13]([Mg]Cl)[CH3:14]. Product: [CH2:13]([C:7]1([OH:11])[CH:8]([CH3:10])[CH2:9][CH:4]([CH:1]([CH3:3])[CH3:2])[CH:5]=[C:6]1[CH3:12])[CH3:14]. The catalyst class is: 1.